This data is from Choline transporter screen with 302,306 compounds. The task is: Binary Classification. Given a drug SMILES string, predict its activity (active/inactive) in a high-throughput screening assay against a specified biological target. (1) The molecule is O=c1n(CC(OC)=O)ccc(N(C)C)c1C#N. The result is 1 (active). (2) The drug is N(CC1(CCCC1)c1ccccc1)C. The result is 0 (inactive).